This data is from Full USPTO retrosynthesis dataset with 1.9M reactions from patents (1976-2016). The task is: Predict the reactants needed to synthesize the given product. (1) Given the product [NH2:16][C:13]1[CH:12]=[CH:11][C:10]([N:2]([CH3:1])[C:3](=[O:9])[O:4][C:5]([CH3:6])([CH3:7])[CH3:8])=[CH:15][CH:14]=1, predict the reactants needed to synthesize it. The reactants are: [CH3:1][N:2]([C:10]1[CH:15]=[CH:14][C:13]([N+:16]([O-])=O)=[CH:12][CH:11]=1)[C:3](=[O:9])[O:4][C:5]([CH3:8])([CH3:7])[CH3:6].[NH4+].[Cl-]. (2) Given the product [N+:18]([O:17][CH:15]([CH3:16])[CH2:14][CH2:13][CH2:12][CH2:11][OH:10])([O-:20])=[O:19], predict the reactants needed to synthesize it. The reactants are: [N+](C1C=CC(C([O:10][CH2:11][CH2:12][CH2:13][CH2:14][CH:15]([O:17][N+:18]([O-:20])=[O:19])[CH3:16])=O)=CC=1)([O-])=O.[OH-].[Na+]. (3) The reactants are: C([O:4][CH2:5][C:6]1[CH:11]=[CH:10][CH:9]=[C:8]([C:12]2[S:13][C:14]3[CH:22]=[CH:21][CH:20]=[CH:19][C:15]=3[C:16](=[O:18])[N:17]=2)[N:7]=1)(=O)C.C(=O)([O-])[O-].[K+].[K+]. Given the product [OH:4][CH2:5][C:6]1[N:7]=[C:8]([C:12]2[S:13][C:14]3[CH:22]=[CH:21][CH:20]=[CH:19][C:15]=3[C:16](=[O:18])[N:17]=2)[CH:9]=[CH:10][CH:11]=1, predict the reactants needed to synthesize it. (4) Given the product [NH2:14][C:7]1[CH:6]=[C:5]([C:1]([CH3:4])([CH3:3])[CH3:2])[CH:10]=[CH:9][N:8]=1, predict the reactants needed to synthesize it. The reactants are: [C:1]([C:5]1[CH:10]=[CH:9][N:8]=[CH:7][CH:6]=1)([CH3:4])([CH3:3])[CH3:2].[NH2-].[Na+].C[N:14](C)C1C=CC=CC=1. (5) Given the product [CH:1]1([C:7]2[CH:31]=[CH:30][CH:29]=[C:28]3[C:8]=2[CH:9]=[C:10]2[C:16]4[CH:17]=[C:18]([C:21]([OH:23])=[O:22])[CH:19]=[CH:20][C:15]=4[N:14]4[CH2:25][N:26]=[N:27][C:13]4=[CH:12][N:11]23)[CH2:2][CH2:3][CH2:4][CH2:5][CH2:6]1, predict the reactants needed to synthesize it. The reactants are: [CH:1]1([C:7]2[CH:31]=[CH:30][CH:29]=[C:28]3[C:8]=2[CH:9]=[C:10]2[C:16]4[CH:17]=[C:18]([C:21]([O:23]C)=[O:22])[CH:19]=[CH:20][C:15]=4[N:14]4[CH2:25][N:26]=[N:27][C:13]4=[CH:12][N:11]23)[CH2:6][CH2:5][CH2:4][CH2:3][CH2:2]1.[OH-].[Na+]. (6) Given the product [CH3:17][N:8]1[C:7]2[C:2](=[N:3][CH:4]=[CH:5][CH:6]=2)[C:11]2[CH:12]=[CH:13][CH:14]=[CH:15][C:10]=2[C:9]1=[O:16], predict the reactants needed to synthesize it. The reactants are: Cl[C:2]1[C:7]([N:8]([CH3:17])[C:9](=[O:16])[C:10]2[CH:15]=[CH:14][CH:13]=[CH:12][CH:11]=2)=[CH:6][CH:5]=[CH:4][N:3]=1.C(=O)([O-])[O-].[Na+].[Na+].